Task: Predict which catalyst facilitates the given reaction.. Dataset: Catalyst prediction with 721,799 reactions and 888 catalyst types from USPTO (1) Reactant: Br[C:2]1[CH:3]=[N:4][C:5]2[C:6]3[N:14]([CH2:15][CH:16]([CH3:18])[CH3:17])[C:13]([CH2:19][O:20][CH2:21][CH3:22])=[N:12][C:7]=3[CH:8]=[N:9][C:10]=2[CH:11]=1.C(=O)([O-])[O-].[Cs+].[Cs+].CC1(C)C2C=CC=C(P(C3C=CC=CC=3)C3C=CC=CC=3)C=2OC2C1=CC=CC=2P(C1C=CC=CC=1)C1C=CC=CC=1.[NH:71]1[CH2:75][CH2:74][CH2:73][C:72]1=[O:76]. Product: [CH2:21]([O:20][CH2:19][C:13]1[N:14]([CH2:15][CH:16]([CH3:18])[CH3:17])[C:6]2[C:5]3[N:4]=[CH:3][C:2]([N:71]4[CH2:75][CH2:74][CH2:73][C:72]4=[O:76])=[CH:11][C:10]=3[N:9]=[CH:8][C:7]=2[N:12]=1)[CH3:22]. The catalyst class is: 102. (2) Reactant: [O:1]=[C:2]1[CH2:7][CH2:6][O:5][CH2:4][CH:3]1[N:8]1[C:16](=[O:17])[C:15]2[C:10](=[CH:11][CH:12]=[CH:13][CH:14]=2)[C:9]1=[O:18].O.C1(C)C=CC(S(O)(=O)=O)=CC=1.[CH2:31](O)[CH2:32][OH:33]. Product: [O:33]1[C:2]2([CH2:7][CH2:6][O:5][CH2:4][CH:3]2[N:8]2[C:9](=[O:18])[C:10]3[C:15](=[CH:14][CH:13]=[CH:12][CH:11]=3)[C:16]2=[O:17])[O:1][CH2:31][CH2:32]1. The catalyst class is: 11. (3) Reactant: [F:1][C:2]1[CH:7]=[CH:6][C:5]([S:8]([NH:11][CH3:12])(=[O:10])=[O:9])=[CH:4][C:3]=1[N+:13]([O-])=O. Product: [NH2:13][C:3]1[CH:4]=[C:5]([S:8]([NH:11][CH3:12])(=[O:9])=[O:10])[CH:6]=[CH:7][C:2]=1[F:1]. The catalyst class is: 123. (4) The catalyst class is: 15. Product: [NH3:1].[CH2:47]([Cl:49])[Cl:48].[N:1]1([CH2:7][CH2:8][CH2:9][O:10][C:11]2[CH:18]=[CH:17][C:14]([CH2:15][N:19]3[CH2:24][CH2:23][CH2:22][CH2:21][CH:20]3[C:25]3[CH:26]=[N:27][CH:28]=[CH:29][CH:30]=3)=[CH:13][CH:12]=2)[CH2:6][CH2:5][CH2:4][CH2:3][CH2:2]1. Reactant: [N:1]1([CH2:7][CH2:8][CH2:9][O:10][C:11]2[CH:18]=[CH:17][C:14]([CH:15]=O)=[CH:13][CH:12]=2)[CH2:6][CH2:5][CH2:4][CH2:3][CH2:2]1.[NH:19]1[CH2:24][CH2:23][CH2:22][CH2:21][CH:20]1[C:25]1[CH:26]=[N:27][CH:28]=[CH:29][CH:30]=1.C(O[BH-](OC(=O)C)OC(=O)C)(=O)C.[Na+].[OH-].[Na+].[CH2:47]([Cl:49])[Cl:48]. (5) Reactant: [CH2:1]([O:4][C@H:5]([C@@H:25]([O:38][CH2:39][CH:40]=[CH2:41])[C@H:26]([O:34][CH2:35][CH:36]=[CH2:37])[C:27](=O)[CH2:28][O:29][CH2:30][CH:31]=[CH2:32])[C:6]([C:8]1[CH:13]=[CH:12][C:11]([Cl:14])=[C:10]([CH2:15][C:16]2[CH:21]=[CH:20][C:19]([O:22][CH2:23][CH3:24])=[CH:18][CH:17]=2)[CH:9]=1)=O)[CH:2]=[CH2:3].C([O-])=O.[NH4+].[BH3-]C#[N:48].[Na+]. Product: [CH2:35]([O:34][C@H:26]1[C@H:25]([O:38][CH2:39][CH:40]=[CH2:41])[C@@H:5]([O:4][CH2:1][CH:2]=[CH2:3])[C@H:6]([C:8]2[CH:13]=[CH:12][C:11]([Cl:14])=[C:10]([CH2:15][C:16]3[CH:21]=[CH:20][C:19]([O:22][CH2:23][CH3:24])=[CH:18][CH:17]=3)[CH:9]=2)[NH:48][C@@H:27]1[CH2:28][O:29][CH2:30][CH:31]=[CH2:32])[CH:36]=[CH2:37]. The catalyst class is: 5. (6) The catalyst class is: 2. Product: [Br:36][C:19]1[C:13]2[C:14](=[CH:15][N:16]=[C:11]([C:4]3[C:5]([CH2:9][CH3:10])=[CH:6][CH:7]=[CH:8][C:3]=3[CH2:1][CH3:2])[CH:12]=2)[N:17]([C:20]2[CH:25]=[CH:24][C:23]([CH:26]([CH3:28])[CH3:27])=[CH:22][CH:21]=2)[CH:18]=1. Reactant: [CH2:1]([C:3]1[CH:8]=[CH:7][CH:6]=[C:5]([CH2:9][CH3:10])[C:4]=1[C:11]1[CH:12]=[C:13]2[CH:19]=[CH:18][N:17]([C:20]3[CH:25]=[CH:24][C:23]([CH:26]([CH3:28])[CH3:27])=[CH:22][CH:21]=3)[C:14]2=[CH:15][N:16]=1)[CH3:2].C1C(=O)N([Br:36])C(=O)C1. (7) Reactant: [Cl:1][C:2]1[N:7]=[C:6]([Cl:8])[C:5]([OH:9])=[C:4]([Cl:10])[N:3]=1.[C:11]([Si:15]([CH3:24])([CH3:23])[O:16][CH:17]([CH:20]1[CH2:22][CH2:21]1)[CH2:18]O)([CH3:14])([CH3:13])[CH3:12].C1(P(C2C=CC=CC=2)C2C=CC=CC=2)C=CC=CC=1.CC(OC(/N=N/C(OC(C)C)=O)=O)C. Product: [C:11]([Si:15]([CH3:24])([CH3:23])[O:16][CH:17]([CH:20]1[CH2:22][CH2:21]1)[CH2:18][O:9][C:5]1[C:4]([Cl:10])=[N:3][C:2]([Cl:1])=[N:7][C:6]=1[Cl:8])([CH3:14])([CH3:13])[CH3:12]. The catalyst class is: 1. (8) Reactant: C[Si](C)(C)N[Si](C)(C)C.[Li].[C:11]([O:15][C:16]([NH:18][C:19]1[CH:23]=[C:22]([CH3:24])[O:21][N:20]=1)=[O:17])([CH3:14])([CH3:13])[CH3:12].S(OC)(O[CH3:29])(=O)=O. Product: [C:11]([O:15][C:16]([N:18]([C:19]1[CH:23]=[C:22]([CH3:24])[O:21][N:20]=1)[CH3:29])=[O:17])([CH3:14])([CH3:13])[CH3:12]. The catalyst class is: 1. (9) Reactant: [CH2:1]([N:4]1[CH:8]=[C:7]([CH:9]=[C:10]([C:13]#[N:14])[C:11]#[N:12])[CH:6]=[N:5]1)[C:2]#[CH:3].[BH4-].[Na+].Cl. Product: [CH2:1]([N:4]1[CH:8]=[C:7]([CH2:9][CH:10]([C:11]#[N:12])[C:13]#[N:14])[CH:6]=[N:5]1)[C:2]#[CH:3]. The catalyst class is: 7.